Dataset: Forward reaction prediction with 1.9M reactions from USPTO patents (1976-2016). Task: Predict the product of the given reaction. (1) Given the reactants [CH:1]([C:4]1[N:8]=[C:7]([N:9]2[CH2:14][CH2:13][CH:12]([OH:15])[CH2:11][CH2:10]2)[O:6][N:5]=1)([CH3:3])[CH3:2].[H-].[Na+].[F:18][C:19]1[CH:24]=[C:23]([S:25]([CH3:28])(=[O:27])=[O:26])[CH:22]=[CH:21][C:20]=1[C:29]1[C:33]2[N:34]=[CH:35][N:36]=[C:37](S(C)(=O)=O)[C:32]=2[S:31][CH:30]=1.[OH-].[NH4+], predict the reaction product. The product is: [F:18][C:19]1[CH:24]=[C:23]([S:25]([CH3:28])(=[O:27])=[O:26])[CH:22]=[CH:21][C:20]=1[C:29]1[C:33]2[N:34]=[CH:35][N:36]=[C:37]([O:15][CH:12]3[CH2:11][CH2:10][N:9]([C:7]4[O:6][N:5]=[C:4]([CH:1]([CH3:3])[CH3:2])[N:8]=4)[CH2:14][CH2:13]3)[C:32]=2[S:31][CH:30]=1. (2) Given the reactants [CH3:1][O:2][CH2:3][CH:4]1[CH2:9][N:8]([C:10]2[CH:15]=[CH:14][N:13]=[CH:12][C:11]=2[N+:16]([O-])=O)[CH2:7][CH2:6][N:5]1[CH3:19].[H][H], predict the reaction product. The product is: [CH3:1][O:2][CH2:3][CH:4]1[N:5]([CH3:19])[CH2:6][CH2:7][N:8]([C:10]2[CH:15]=[CH:14][N:13]=[CH:12][C:11]=2[NH2:16])[CH2:9]1.